From a dataset of Catalyst prediction with 721,799 reactions and 888 catalyst types from USPTO. Predict which catalyst facilitates the given reaction. (1) Reactant: [CH2:1]([O:8][C:9]([N:11]1[CH2:16][CH2:15][CH:14]([C:17]2[NH:18][C:19]([C:30]3[CH:35]=[CH:34][C:33]([O:36][CH3:37])=[CH:32][CH:31]=3)=[C:20]([C:22]3[CH:27]=[CH:26][C:25]([O:28][CH3:29])=[CH:24][CH:23]=3)[CH:21]=2)[CH2:13][CH2:12]1)=[O:10])[C:2]1[CH:7]=[CH:6][CH:5]=[CH:4][CH:3]=1.[H-].[Na+].Br[CH2:41][C:42]([O:44][C:45]([CH3:48])([CH3:47])[CH3:46])=[O:43].[Cl-].[NH4+]. Product: [CH2:1]([O:8][C:9]([N:11]1[CH2:12][CH2:13][CH:14]([C:17]2[N:18]([CH2:41][C:42]([O:44][C:45]([CH3:48])([CH3:47])[CH3:46])=[O:43])[C:19]([C:30]3[CH:35]=[CH:34][C:33]([O:36][CH3:37])=[CH:32][CH:31]=3)=[C:20]([C:22]3[CH:27]=[CH:26][C:25]([O:28][CH3:29])=[CH:24][CH:23]=3)[CH:21]=2)[CH2:15][CH2:16]1)=[O:10])[C:2]1[CH:7]=[CH:6][CH:5]=[CH:4][CH:3]=1. The catalyst class is: 9. (2) Product: [C:1]([O:5][C:6]([N:8]1[CH2:12][C@@H:11]([O:13][CH3:28])[CH2:10][C@H:9]1[CH2:14][O:15][C:16]1[CH:17]=[CH:18][C:19]([C:20]([O:22][CH3:23])=[O:21])=[CH:24][CH:25]=1)=[O:7])([CH3:4])([CH3:2])[CH3:3]. The catalyst class is: 1. Reactant: [C:1]([O:5][C:6]([N:8]1[CH2:12][C@@H:11]([OH:13])[CH2:10][C@H:9]1[CH2:14][O:15][C:16]1[CH:25]=[CH:24][C:19]([C:20]([O:22][CH3:23])=[O:21])=[CH:18][CH:17]=1)=[O:7])([CH3:4])([CH3:3])[CH3:2].[H-].[Na+].[CH3:28]I.